Dataset: Reaction yield outcomes from USPTO patents with 853,638 reactions. Task: Predict the reaction yield, written as a fraction of the theoretical maximum amount of product (1.0 means a 100% yield; for example, 0.34 means a 34% yield). (1) The reactants are [CH:1]([C@H:14]1[O:19][CH2:18][C@@H:17]([NH2:20])[CH2:16][CH2:15]1)([C:8]1[CH:13]=[CH:12][CH:11]=[CH:10][CH:9]=1)[C:2]1[CH:7]=[CH:6][CH:5]=[CH:4][CH:3]=1.[CH3:21][O:22][C:23]1[CH:30]=[CH:29][C:26]([CH:27]=O)=[CH:25][CH:24]=1.C(O)(=O)C.[BH3-]C#N.[Na+]. The catalyst is ClCCCl.CO. The product is [CH:1]([C@H:14]1[O:19][CH2:18][C@@H:17]([NH:20][CH2:27][C:26]2[CH:29]=[CH:30][C:23]([O:22][CH3:21])=[CH:24][CH:25]=2)[CH2:16][CH2:15]1)([C:8]1[CH:13]=[CH:12][CH:11]=[CH:10][CH:9]=1)[C:2]1[CH:3]=[CH:4][CH:5]=[CH:6][CH:7]=1. The yield is 0.780. (2) The reactants are Cl.[CH2:2]([NH:10][C:11](=[O:32])[CH2:12][CH2:13][C@H:14]([OH:31])[C@@H:15]([NH:23][C:24](=[O:30])[C@@H:25]([NH2:29])[CH:26]([CH3:28])[CH3:27])[CH2:16][C:17]1[CH:22]=[CH:21][CH:20]=[CH:19][CH:18]=1)[CH2:3][C:4]1[CH:9]=[CH:8][CH:7]=[CH:6][CH:5]=1.[CH3:33][O:34][C:35]1[CH:40]=[CH:39][C:38]([O:41][C:42]([F:45])([F:44])[F:43])=[CH:37][C:36]=1[CH2:46][C:47](O)=[O:48].C(N(C(C)C)C(C)C)C.CN(C(ON1N=NC2C=CC=NC1=2)=[N+](C)C)C.F[P-](F)(F)(F)(F)F.C(=O)([O-])O.[Na+]. The catalyst is CN(C=O)C. The product is [CH2:2]([NH:10][C:11](=[O:32])[CH2:12][CH2:13][C@H:14]([OH:31])[C@@H:15]([NH:23][C:24](=[O:30])[C@@H:25]([NH:29][C:47](=[O:48])[CH2:46][C:36]1[CH:37]=[C:38]([O:41][C:42]([F:43])([F:45])[F:44])[CH:39]=[CH:40][C:35]=1[O:34][CH3:33])[CH:26]([CH3:28])[CH3:27])[CH2:16][C:17]1[CH:18]=[CH:19][CH:20]=[CH:21][CH:22]=1)[CH2:3][C:4]1[CH:5]=[CH:6][CH:7]=[CH:8][CH:9]=1. The yield is 0.730. (3) The reactants are C([Si]([C:8]1[S:9][C:10]([Ge:19]([CH2:34][CH2:35][C:36]2[CH:41]=[CH:40][C:39]([O:42][CH2:43][CH2:44][O:45][CH2:46][CH3:47])=[CH:38][CH:37]=2)([C:27]2[CH:32]=[CH:31][C:30]([CH3:33])=[CH:29][CH:28]=2)[C:20]2[CH:25]=[CH:24][C:23]([CH3:26])=[CH:22][CH:21]=2)=[C:11]([CH2:13][CH2:14][CH2:15][CH2:16][CH2:17][CH3:18])[CH:12]=1)(C)C)(C)(C)C.[F-]. The catalyst is CN(C=O)C. The product is [CH2:46]([O:45][CH2:44][CH2:43][O:42][C:39]1[CH:38]=[CH:37][C:36]([CH2:35][CH2:34][Ge:19]([C:10]2[S:9][CH:8]=[CH:12][C:11]=2[CH2:13][CH2:14][CH2:15][CH2:16][CH2:17][CH3:18])([C:20]2[CH:21]=[CH:22][C:23]([CH3:26])=[CH:24][CH:25]=2)[C:27]2[CH:32]=[CH:31][C:30]([CH3:33])=[CH:29][CH:28]=2)=[CH:41][CH:40]=1)[CH3:47]. The yield is 0.950. (4) The reactants are [CH3:1][O:2][C:3]1[CH:22]=[CH:21][C:6]([CH2:7][O:8][C:9]2[C:10](=[O:20])[CH:11]=[C:12]3[C:17](=[O:18])[NH:16][CH2:15][CH2:14][N:13]3[CH:19]=2)=[CH:5][CH:4]=1.[H-].[Na+].Cl.Cl[CH2:27][CH2:28][N:29]1[CH2:33][CH2:32][CH2:31][CH2:30]1.C(N(CC)CC)C. The catalyst is CN(C)C=O. The product is [CH3:1][O:2][C:3]1[CH:4]=[CH:5][C:6]([CH2:7][O:8][C:9]2[C:10](=[O:20])[CH:11]=[C:12]3[C:17](=[O:18])[N:16]([CH2:27][CH2:28][N:29]4[CH2:33][CH2:32][CH2:31][CH2:30]4)[CH2:15][CH2:14][N:13]3[CH:19]=2)=[CH:21][CH:22]=1. The yield is 0.546. (5) The reactants are [Br:1][C:2]1[CH:3]=[C:4]([N+:9]([O-:11])=[O:10])[C:5](Cl)=[N:6][CH:7]=1.O.[CH2:13]([OH:15])[CH3:14]. No catalyst specified. The product is [Br:1][C:2]1[CH:3]=[C:4]([N+:9]([O-:11])=[O:10])[C:5]([O:15][CH2:13][CH3:14])=[N:6][CH:7]=1. The yield is 0.500. (6) The reactants are [NH2:1][CH2:2][CH2:3][N:4]1[CH:8]=[CH:7][NH:6][C:5]1=[O:9].[Br:10][C:11]1[C:16]2[S:17][C:18]([C:20]3[C:25]([F:26])=[CH:24][N:23]=[C:22](Cl)[N:21]=3)=[CH:19][C:15]=2[CH:14]=[CH:13][CH:12]=1. The catalyst is O1CCOCC1. The product is [Br:10][C:11]1[C:16]2[S:17][C:18]([C:20]3[C:25]([F:26])=[CH:24][N:23]=[C:22]([NH:1][CH2:2][CH2:3][N:4]4[CH2:8][CH2:7][NH:6][C:5]4=[O:9])[N:21]=3)=[CH:19][C:15]=2[CH:14]=[CH:13][CH:12]=1. The yield is 0.520. (7) The reactants are [Br:1][C:2]1[CH:7]=[CH:6][CH:5]=[C:4]([N+:8]([O-])=O)[C:3]=1[Cl:11].[NH4+].[Cl-]. The catalyst is CO.[Zn]. The product is [Br:1][C:2]1[C:3]([Cl:11])=[C:4]([CH:5]=[CH:6][CH:7]=1)[NH2:8]. The yield is 0.790. (8) The reactants are [N+:1]([C:4]1[CH:5]=[C:6]([CH:8]=[CH:9][CH:10]=1)[NH2:7])([O-:3])=[O:2].[N:11]([O-])=O.[Na+].[Cl:15][Sn]Cl.O. The catalyst is O.Cl. The product is [ClH:15].[N+:1]([C:4]1[CH:5]=[C:6]([NH:7][NH2:11])[CH:8]=[CH:9][CH:10]=1)([O-:3])=[O:2]. The yield is 0.730. (9) The reactants are CC1(C)[O:6][C:5](=[CH:7][C:8]([N:10]([O:19][CH3:20])[CH2:11][C:12]2[CH:17]=[CH:16][C:15]([CH3:18])=[CH:14][CH:13]=2)=[O:9])[C:4](=[O:21])O1.[CH2:23]=O.[NH2:25][CH2:26][CH2:27][N:28]1[CH2:33][CH2:32][O:31][CH2:30][CH2:29]1. The catalyst is CO. The product is [CH3:20][O:19][N:10]([CH2:11][C:12]1[CH:13]=[CH:14][C:15]([CH3:18])=[CH:16][CH:17]=1)[C:8]([C:7]1[CH2:23][N:25]([CH2:26][CH2:27][N:28]2[CH2:33][CH2:32][O:31][CH2:30][CH2:29]2)[C:4](=[O:21])[C:5]=1[OH:6])=[O:9]. The yield is 0.450.